Dataset: Full USPTO retrosynthesis dataset with 1.9M reactions from patents (1976-2016). Task: Predict the reactants needed to synthesize the given product. (1) Given the product [NH2:30][C:31]1[C:36]([C:37](=[O:42])[C:38]([F:39])([F:41])[F:40])=[CH:35][CH:34]=[C:33]([NH:43][CH2:44][CH2:45][NH:46][C:3]2[N:8]3[N:9]=[C:10]([CH:12]4[CH2:17][CH2:16][N:15]([CH:18]([CH3:20])[CH3:19])[CH2:14][CH2:13]4)[N:11]=[C:7]3[CH:6]=[C:5]([C:21]3[CH:26]=[CH:25][C:24]([Cl:27])=[CH:23][C:22]=3[Cl:28])[N:4]=2)[N:32]=1, predict the reactants needed to synthesize it. The reactants are: Cl.Cl[C:3]1[N:8]2[N:9]=[C:10]([CH:12]3[CH2:17][CH2:16][N:15]([CH:18]([CH3:20])[CH3:19])[CH2:14][CH2:13]3)[N:11]=[C:7]2[CH:6]=[C:5]([C:21]2[CH:26]=[CH:25][C:24]([Cl:27])=[CH:23][C:22]=2[Cl:28])[N:4]=1.Cl.[NH2:30][C:31]1[C:36]([C:37](=[O:42])[C:38]([F:41])([F:40])[F:39])=[CH:35][CH:34]=[C:33]([NH:43][CH2:44][CH2:45][NH2:46])[N:32]=1.C(N(CC)C(C)C)(C)C. (2) Given the product [C:6]([O:53][C:14]([NH:13][C@@H:15]1[C:14](=[O:30])[N:13]2[C@@H:9]([CH2:10][C@@H:11]([O:31][C:32]3[C:41]4[C:36](=[CH:37][C:38]([O:42][CH3:43])=[CH:39][CH:40]=4)[N:35]=[C:34]([C:44]4[CH:49]=[CH:48][CH:47]=[CH:46][CH:45]=4)[CH:33]=3)[CH2:12]2)[C:8](=[O:51])[NH:7][C@@:6]2([C:4]([OH:3])=[O:5])[C@@H:21]([CH2:22]2)[CH:20]=[CH:19][CH2:18][CH2:17][CH2:16]1)=[O:30])([CH3:22])([CH3:21])[CH3:4], predict the reactants needed to synthesize it. The reactants are: C([O:3][C:4]([C@@:6]12[CH2:22][C@H:21]1[CH:20]=[CH:19][CH2:18][CH2:17][CH2:16][C@H:15](C(OC(C)(C)C)=O)[C:14](=[O:30])[N:13]1[C@@:9](N)([CH2:10][C@@H:11]([O:31][C:32]3[C:41]4[C:36](=[CH:37][C:38]([O:42][CH3:43])=[CH:39][CH:40]=4)[N:35]=[C:34]([C:44]4[CH:49]=[CH:48][CH:47]=[CH:46][CH:45]=4)[CH:33]=3)[CH2:12]1)[C:8](=[O:51])[NH:7]2)=[O:5])C.[Li+].[OH-:53]. (3) Given the product [CH2:5]([O:4][C:1](=[O:3])[C:2]1[CH:11]=[C:12]([C:13]#[N:14])[C:15]([NH2:16])=[CH:18][C:17]=1[OH:19])[CH3:6], predict the reactants needed to synthesize it. The reactants are: [C:1]([O:4][CH2:5][CH3:6])(=[O:3])[CH3:2].[Na].C(O[CH:11]=[C:12]([C:15]#[N:16])[C:13]#[N:14])C.[CH2:17]([OH:19])[CH3:18]. (4) Given the product [F:1][C:2]1[CH:10]=[C:6]([C:7]([NH:39][C@@H:36]2[CH2:37][CH2:38][C@H:33]([NH:32][C:31](=[O:40])[O:30][C:26]([CH3:28])([CH3:27])[CH3:29])[CH2:34][CH2:35]2)=[O:9])[C:5]([NH:11][CH:12]2[CH2:17][CH2:16][N:15]([CH3:18])[CH2:14][CH2:13]2)=[N:4][CH:3]=1, predict the reactants needed to synthesize it. The reactants are: [F:1][C:2]1[CH:3]=[N:4][C:5]([NH:11][CH:12]2[CH2:17][CH2:16][N:15]([CH3:18])[CH2:14][CH2:13]2)=[C:6]([CH:10]=1)[C:7]([OH:9])=O.C(N(CC)CC)C.[C:26]([O:30][C:31](=[O:40])[NH:32][CH:33]1[CH2:38][CH2:37][CH:36]([NH2:39])[CH2:35][CH2:34]1)([CH3:29])([CH3:28])[CH3:27]. (5) Given the product [Br:8][C:9]1[C:10]([CH3:17])=[C:11]2[C:12](=[CH:14][CH:15]=1)[NH:13][N:41]=[CH:16]2, predict the reactants needed to synthesize it. The reactants are: C(OC(=O)C)(=O)C.[Br:8][C:9]1[CH:15]=[CH:14][C:12]([NH2:13])=[C:11]([CH3:16])[C:10]=1[CH3:17].C([O-])(=O)C.[K+].C1OCCOCCOCCOCCOCCOC1.[N:41](OC(C)(C)C)=O.Cl. (6) Given the product [C:11]([O:10][C:8]([C@H:6]1[CH2:7][C@@H:4]([C:1]([OH:3])=[O:17])[C:5]1([CH3:16])[CH3:15])=[O:9])([CH3:14])([CH3:13])[CH3:12], predict the reactants needed to synthesize it. The reactants are: [C:1]([C@@H:4]1[CH2:7][C@H:6]([C:8]([O:10][C:11]([CH3:14])([CH3:13])[CH3:12])=[O:9])[C:5]1([CH3:16])[CH3:15])(=[O:3])C.[O:17]1CCOCC1. (7) Given the product [CH2:1]([C:3]1[S:28][C:6]2[N:7]([CH2:13][C:14]3[CH:19]=[CH:18][C:17]([C:20]4[C:21]([C:26]#[N:27])=[CH:22][CH:23]=[CH:24][CH:25]=4)=[CH:16][CH:15]=3)[C:8](=[O:12])[N:9]([CH2:30][C:31]([C:33]3[CH:38]=[CH:37][C:36]([CH2:39][CH3:40])=[CH:35][CH:34]=3)=[O:32])[C:10](=[O:11])[C:5]=2[CH:4]=1)[CH3:2], predict the reactants needed to synthesize it. The reactants are: [CH2:1]([C:3]1[S:28][C:6]2[N:7]([CH2:13][C:14]3[CH:19]=[CH:18][C:17]([C:20]4[C:21]([C:26]#[N:27])=[CH:22][CH:23]=[CH:24][CH:25]=4)=[CH:16][CH:15]=3)[C:8](=[O:12])[NH:9][C:10](=[O:11])[C:5]=2[CH:4]=1)[CH3:2].Br[CH2:30][C:31]([C:33]1[CH:38]=[CH:37][C:36]([CH2:39][CH3:40])=[CH:35][CH:34]=1)=[O:32].CN(C)C=O.[H-].[Na+]. (8) Given the product [SH:2][C:5]1[CH:6]=[CH:7][C:8]([C:11]2[CH:16]=[CH:15][C:14]([C:17]3[CH:22]=[CH:21][C:20]([SH:23])=[CH:19][CH:18]=3)=[CH:13][CH:12]=2)=[CH:9][CH:10]=1, predict the reactants needed to synthesize it. The reactants are: Cl[S:2]([C:5]1[CH:10]=[CH:9][C:8]([C:11]2[CH:16]=[CH:15][C:14]([C:17]3[CH:22]=[CH:21][C:20]([S:23](Cl)(=O)=O)=[CH:19][CH:18]=3)=[CH:13][CH:12]=2)=[CH:7][CH:6]=1)(=O)=O.[H-].[Al+3].[Li+].[H-].[H-].[H-].Cl. (9) Given the product [F:1][C:2]([C@H:5]1[NH:8][C:7](=[O:9])[C@H:6]1[O:10][Si:14]([CH:18]([CH3:20])[CH3:19])([CH:15]([CH3:17])[CH3:16])[CH:11]([CH3:13])[CH3:12])([F:4])[CH3:3], predict the reactants needed to synthesize it. The reactants are: [F:1][C:2]([C@H:5]1[NH:8][C:7](=[O:9])[C@H:6]1[OH:10])([F:4])[CH3:3].[CH:11]([Si:14](Cl)([CH:18]([CH3:20])[CH3:19])[CH:15]([CH3:17])[CH3:16])([CH3:13])[CH3:12].